Dataset: Reaction yield outcomes from USPTO patents with 853,638 reactions. Task: Predict the reaction yield, written as a fraction of the theoretical maximum amount of product (1.0 means a 100% yield; for example, 0.34 means a 34% yield). (1) The reactants are CI.[C:3](=O)([O-])[O-].[K+].[K+].[Br:9][C:10]1[N:15]=[CH:14][C:13]([CH2:16][CH2:17][CH:18]([S:24]([CH3:27])(=[O:26])=[O:25])[C:19]([O:21][CH2:22][CH3:23])=[O:20])=[CH:12][CH:11]=1. The catalyst is CN(C=O)C.Cl. The product is [Br:9][C:10]1[N:15]=[CH:14][C:13]([CH2:16][CH2:17][C:18]([CH3:3])([S:24]([CH3:27])(=[O:26])=[O:25])[C:19]([O:21][CH2:22][CH3:23])=[O:20])=[CH:12][CH:11]=1. The yield is 0.660. (2) The reactants are [N+:1]([C:4]1[CH:9]=[CH:8][C:7]([N:10]2[C:19]3[N:20]4[CH:26]=[C:25]([N:27](C)[C:28](=O)CCCCC)[CH:24]=[CH:23][C:21]4=[N:22][C:18]=3[C:17]3[C:12](=[CH:13][CH:14]=[CH:15][CH:16]=3)[C:11]2=[O:36])=[CH:6][CH:5]=1)([O-:3])=[O:2].OS(O)(=O)=O. No catalyst specified. The product is [CH3:28][NH:27][C:25]1[CH:24]=[CH:23][C:21]2[N:20]([CH:26]=1)[C:19]1[N:10]([C:7]3[CH:8]=[CH:9][C:4]([N+:1]([O-:3])=[O:2])=[CH:5][CH:6]=3)[C:11](=[O:36])[C:12]3[C:17]([C:18]=1[N:22]=2)=[CH:16][CH:15]=[CH:14][CH:13]=3. The yield is 0.270. (3) The reactants are B(Br)(Br)Br.[Cl:5][C:6]1[CH:7]=[C:8]([CH:27]=[CH:28][CH:29]=1)[C:9]([N:11]1[C:19]2[C:14](=[CH:15][C:16]([O:20]C)=[CH:17][CH:18]=2)[C:13]([CH2:22][C:23]([OH:25])=[O:24])=[C:12]1[CH3:26])=[O:10]. The catalyst is ClCCl. The product is [Cl:5][C:6]1[CH:7]=[C:8]([CH:27]=[CH:28][CH:29]=1)[C:9]([N:11]1[C:19]2[C:14](=[CH:15][C:16]([OH:20])=[CH:17][CH:18]=2)[C:13]([CH2:22][C:23]([OH:25])=[O:24])=[C:12]1[CH3:26])=[O:10]. The yield is 0.910. (4) The yield is 0.860. The reactants are Cl.C(OC([N:9]([CH2:16][C:17]1[CH:42]=[CH:41][C:20]([CH2:21][NH:22][C:23]2[C:33]3[CH2:32][CH2:31][N:30](C(=O)C(F)(F)F)[CH2:29][CH2:28][C:27]=3[CH:26]=[CH:25][C:24]=2[Cl:40])=[CH:19][CH:18]=1)[CH:10]1[CH2:15][CH2:14][CH2:13][CH2:12][CH2:11]1)=O)(C)(C)C.O.C([O-])([O-])=O.[K+].[K+]. The product is [Cl:40][C:24]1[CH:25]=[CH:26][C:27]2[CH2:28][CH2:29][NH:30][CH2:31][CH2:32][C:33]=2[C:23]=1[NH:22][CH2:21][C:20]1[CH:19]=[CH:18][C:17]([CH2:16][NH:9][CH:10]2[CH2:15][CH2:14][CH2:13][CH2:12][CH2:11]2)=[CH:42][CH:41]=1. The catalyst is CCOC(C)=O. (5) The catalyst is CN(C=O)C.C(OCC)(=O)C. The product is [CH3:31][C:32]1([CH3:40])[O:36][C@@H:35]([CH2:37][O:38][NH:39][C:19]([C:11]2[CH:12]=[CH:13][C:14]3[CH:15]=[N:16][S:17][C:18]=3[C:10]=2[NH:9][C:3]2[CH:4]=[CH:5][C:6]([I:8])=[CH:7][C:2]=2[F:1])=[O:21])[CH2:34][O:33]1. The reactants are [F:1][C:2]1[CH:7]=[C:6]([I:8])[CH:5]=[CH:4][C:3]=1[NH:9][C:10]1[C:18]2[S:17][N:16]=[CH:15][C:14]=2[CH:13]=[CH:12][C:11]=1[C:19]([OH:21])=O.C(N(C(C)C)CC)(C)C.[CH3:31][C:32]1([CH3:40])[O:36][C@@H:35]([CH2:37][O:38][NH2:39])[CH2:34][O:33]1.CCN=C=NCCCN(C)C.C1C=CC2N(O)N=NC=2C=1. The yield is 0.540.